This data is from Reaction yield outcomes from USPTO patents with 853,638 reactions. The task is: Predict the reaction yield, written as a fraction of the theoretical maximum amount of product (1.0 means a 100% yield; for example, 0.34 means a 34% yield). (1) The reactants are O[CH2:2][C:3]1[CH:12]=[N:11][C:10]2[N:9]3[CH2:13][CH2:14][S:15][CH2:16][C@H:8]3[C:7](=[O:17])[NH:6][C:5]=2[CH:4]=1.[I-].C(C[P+](C)(C)C)#N.C(N(C(C)C)C(C)C)C.[N:35]1([C:41]2[CH:48]=[CH:47][C:44]([C:45]#[N:46])=[CH:43][N:42]=2)[CH2:40][CH2:39][NH:38][CH2:37][CH2:36]1. The catalyst is C(#N)CC. The product is [O:17]=[C:7]1[NH:6][C:5]2[CH:4]=[C:3]([CH2:2][N:38]3[CH2:39][CH2:40][N:35]([C:41]4[CH:48]=[CH:47][C:44]([C:45]#[N:46])=[CH:43][N:42]=4)[CH2:36][CH2:37]3)[CH:12]=[N:11][C:10]=2[N:9]2[CH2:13][CH2:14][S:15][CH2:16][C@@H:8]12. The yield is 0.402. (2) The reactants are [NH2:1][O:2][CH2:3][CH2:4][C:5]1[C:6]([CH3:21])=[N:7][N:8]([CH3:20])[C:9]=1[N:10]1[C:18]2[C:13](=[CH:14][C:15]([Cl:19])=[CH:16][CH:17]=2)[CH:12]=[CH:11]1.[CH2:22]([N:27]=[C:28]=[O:29])[CH2:23][CH2:24][CH2:25][CH3:26]. The catalyst is O1CCCC1. The product is [Cl:19][C:15]1[CH:14]=[C:13]2[C:18](=[CH:17][CH:16]=1)[N:10]([C:9]1[N:8]([CH3:20])[N:7]=[C:6]([CH3:21])[C:5]=1[CH2:4][CH2:3][O:2][NH:1][C:28]([NH:27][CH2:22][CH2:23][CH2:24][CH2:25][CH3:26])=[O:29])[CH:11]=[CH:12]2. The yield is 0.410. (3) The reactants are [OH-:1].[Na+].[F:3][C:4]1[CH:11]=[C:10]([O:12][CH3:13])[CH:9]=[CH:8][C:5]=1[CH:6]=[O:7]. The catalyst is O. The product is [F:3][C:4]1[CH:11]=[C:10]([O:12][CH3:13])[CH:9]=[CH:8][C:5]=1[C:6]([OH:1])=[O:7]. The yield is 0.820. (4) The reactants are [CH3:1][C:2]1[S:6][C:5]([C:7]2[C:8]([N+:14]([O-])=O)=[C:9]([NH2:13])[CH:10]=[N:11][CH:12]=2)=[CH:4][CH:3]=1.[NH4+].[Cl-]. The catalyst is CO.O.[Fe]. The product is [CH3:1][C:2]1[S:6][C:5]([C:7]2[C:8]([NH2:14])=[C:9]([NH2:13])[CH:10]=[N:11][CH:12]=2)=[CH:4][CH:3]=1. The yield is 0.955.